Dataset: Reaction yield outcomes from USPTO patents with 853,638 reactions. Task: Predict the reaction yield, written as a fraction of the theoretical maximum amount of product (1.0 means a 100% yield; for example, 0.34 means a 34% yield). (1) The reactants are [C:1]([C:5]1[C:6]([O:20][CH3:21])=[C:7]([NH2:19])[CH:8]=[C:9]([C:11]2[C:12]([O:17][CH3:18])=[N:13][CH:14]=[CH:15][CH:16]=2)[CH:10]=1)([CH3:4])([CH3:3])[CH3:2].[N+:22]([C:25]1[CH:33]=[CH:32][C:28]([C:29](Cl)=[O:30])=[CH:27][CH:26]=1)([O-:24])=[O:23]. The catalyst is C(Cl)Cl. The product is [C:1]([C:5]1[C:6]([O:20][CH3:21])=[C:7]([NH:19][C:29](=[O:30])[C:28]2[CH:27]=[CH:26][C:25]([N+:22]([O-:24])=[O:23])=[CH:33][CH:32]=2)[CH:8]=[C:9]([C:11]2[C:12]([O:17][CH3:18])=[N:13][CH:14]=[CH:15][CH:16]=2)[CH:10]=1)([CH3:4])([CH3:2])[CH3:3]. The yield is 0.970. (2) The reactants are [CH3:1][S:2]([C:5]1[CH:10]=[CH:9][C:8]([OH:11])=[CH:7][CH:6]=1)(=[O:4])=[O:3].C(=O)([O-])[O-].[Cs+].[Cs+].Cl[C:19]1[N:24]=[CH:23][N:22]=[C:21]2[N:25]([CH:28]3[CH2:33][CH2:32][CH2:31][CH2:30][O:29]3)[N:26]=[CH:27][C:20]=12.C(=O)(O)[O-].[Na+]. The catalyst is CN(C)C=O. The product is [CH3:1][S:2]([C:5]1[CH:10]=[CH:9][C:8]([O:11][C:19]2[N:24]=[CH:23][N:22]=[C:21]3[N:25]([CH:28]4[CH2:33][CH2:32][CH2:31][CH2:30][O:29]4)[N:26]=[CH:27][C:20]=23)=[CH:7][CH:6]=1)(=[O:3])=[O:4]. The yield is 0.580. (3) The catalyst is CCO.[Pd]. The yield is 0.830. The product is [CH3:12][C:2]([C:13]1[CH:18]=[CH:17][C:16]([NH2:19])=[CH:15][CH:14]=1)([CH3:1])[CH2:3][NH:4][C:5](=[O:11])[O:6][C:7]([CH3:8])([CH3:9])[CH3:10]. The reactants are [CH3:1][C:2]([C:13]1[CH:18]=[CH:17][C:16]([N+:19]([O-])=O)=[CH:15][CH:14]=1)([CH3:12])[CH2:3][NH:4][C:5](=[O:11])[O:6][C:7]([CH3:10])([CH3:9])[CH3:8].C([O-])=O.[NH4+]. (4) The reactants are [Cl:1][C:2]1[CH:10]=[CH:9][CH:8]=[C:7]2[C:3]=1[C:4]([C:17](=[O:22])C(F)(F)F)=[CH:5][N:6]2[CH2:11][CH2:12][O:13][CH:14]1[CH2:16][CH2:15]1.[OH-:23].[Na+].Cl. The catalyst is C(Cl)Cl. The product is [Cl:1][C:2]1[CH:10]=[CH:9][CH:8]=[C:7]2[C:3]=1[C:4]([C:17]([OH:22])=[O:23])=[CH:5][N:6]2[CH2:11][CH2:12][O:13][CH:14]1[CH2:15][CH2:16]1. The yield is 0.660.